From a dataset of NCI-60 drug combinations with 297,098 pairs across 59 cell lines. Regression. Given two drug SMILES strings and cell line genomic features, predict the synergy score measuring deviation from expected non-interaction effect. (1) Drug 1: C1=CC(=C2C(=C1NCCNCCO)C(=O)C3=C(C=CC(=C3C2=O)O)O)NCCNCCO. Drug 2: C1CN1P(=S)(N2CC2)N3CC3. Cell line: SF-268. Synergy scores: CSS=49.2, Synergy_ZIP=3.06, Synergy_Bliss=5.91, Synergy_Loewe=-11.3, Synergy_HSA=7.57. (2) Drug 1: CNC(=O)C1=NC=CC(=C1)OC2=CC=C(C=C2)NC(=O)NC3=CC(=C(C=C3)Cl)C(F)(F)F. Drug 2: N.N.Cl[Pt+2]Cl. Cell line: HCT-15. Synergy scores: CSS=32.0, Synergy_ZIP=-9.11, Synergy_Bliss=-7.22, Synergy_Loewe=-23.2, Synergy_HSA=-6.35. (3) Drug 1: CC1=C(C=C(C=C1)C(=O)NC2=CC(=CC(=C2)C(F)(F)F)N3C=C(N=C3)C)NC4=NC=CC(=N4)C5=CN=CC=C5. Drug 2: COC1=NC(=NC2=C1N=CN2C3C(C(C(O3)CO)O)O)N. Cell line: DU-145. Synergy scores: CSS=-5.49, Synergy_ZIP=1.37, Synergy_Bliss=-6.50, Synergy_Loewe=-9.69, Synergy_HSA=-10.6. (4) Drug 2: COC1=NC(=NC2=C1N=CN2C3C(C(C(O3)CO)O)O)N. Synergy scores: CSS=35.6, Synergy_ZIP=1.23, Synergy_Bliss=1.45, Synergy_Loewe=-37.9, Synergy_HSA=1.11. Drug 1: CCC1=CC2CC(C3=C(CN(C2)C1)C4=CC=CC=C4N3)(C5=C(C=C6C(=C5)C78CCN9C7C(C=CC9)(C(C(C8N6C)(C(=O)OC)O)OC(=O)C)CC)OC)C(=O)OC.C(C(C(=O)O)O)(C(=O)O)O. Cell line: NCI-H226. (5) Drug 1: C1C(C(OC1N2C=C(C(=O)NC2=O)F)CO)O. Drug 2: CS(=O)(=O)CCNCC1=CC=C(O1)C2=CC3=C(C=C2)N=CN=C3NC4=CC(=C(C=C4)OCC5=CC(=CC=C5)F)Cl. Cell line: IGROV1. Synergy scores: CSS=19.6, Synergy_ZIP=-5.49, Synergy_Bliss=-0.714, Synergy_Loewe=-9.77, Synergy_HSA=-4.44. (6) Drug 1: CS(=O)(=O)C1=CC(=C(C=C1)C(=O)NC2=CC(=C(C=C2)Cl)C3=CC=CC=N3)Cl. Synergy scores: CSS=4.30, Synergy_ZIP=2.91, Synergy_Bliss=5.10, Synergy_Loewe=-0.805, Synergy_HSA=1.54. Drug 2: COC1=NC(=NC2=C1N=CN2C3C(C(C(O3)CO)O)O)N. Cell line: DU-145.